Dataset: TCR-epitope binding with 47,182 pairs between 192 epitopes and 23,139 TCRs. Task: Binary Classification. Given a T-cell receptor sequence (or CDR3 region) and an epitope sequence, predict whether binding occurs between them. The epitope is RLRAEAQVK. The TCR CDR3 sequence is CSVPGLAGIGDEQFF. Result: 1 (the TCR binds to the epitope).